From a dataset of Reaction yield outcomes from USPTO patents with 853,638 reactions. Predict the reaction yield, written as a fraction of the theoretical maximum amount of product (1.0 means a 100% yield; for example, 0.34 means a 34% yield). (1) The reactants are [CH2:1]([O:4][C:5]1([CH3:48])[CH2:10][CH2:9][N:8]([C:11]2[N:16]3[N:17]=[C:18]([C:20]4[S:21][C:22]([CH2:25][C:26]5[CH:31]=[CH:30][CH:29]=[CH:28][C:27]=5[O:32][CH2:33]C=C)=[CH:23][N:24]=4)[CH:19]=[C:15]3[N:14]=[C:13]([CH3:36])[C:12]=2[C@H:37]([O:43][C:44]([CH3:47])([CH3:46])[CH3:45])[C:38]([O:40][CH2:41][CH3:42])=[O:39])[CH2:7][CH2:6]1)[CH:2]=[CH2:3]. The catalyst is ClCCCl. The product is [C:44]([O:43][C@@H:37]([C:12]1[C:13]([CH3:36])=[N:14][C:15]2=[CH:19][C:18]3=[N:17][N:16]2[C:11]=1[N:8]1[CH2:7][CH2:6][C:5]([CH3:48])([O:4][CH2:1][CH:2]=[CH:3][CH2:33][O:32][C:27]2[CH:28]=[CH:29][CH:30]=[CH:31][C:26]=2[CH2:25][C:22]2[S:21][C:20]3=[N:24][CH:23]=2)[CH2:10][CH2:9]1)[C:38]([O:40][CH2:41][CH3:42])=[O:39])([CH3:45])([CH3:47])[CH3:46]. The yield is 0.760. (2) The reactants are [O:1]=[C:2]1[NH:7][C:6]2[CH:8]=[C:9]([C:12](OC)=[O:13])[CH:10]=[N:11][C:5]=2[N:4]2[CH:16]=[CH:17][CH:18]=[C:3]12.[H-].[Na+].[H-].[Al+3].[Li+].[H-].[H-].[H-]. The catalyst is C1COCC1.CO.O. The product is [OH:13][CH2:12][C:9]1[CH:10]=[N:11][C:5]2[N:4]3[CH:16]=[CH:17][CH:18]=[C:3]3[C:2](=[O:1])[NH:7][C:6]=2[CH:8]=1. The yield is 0.483. (3) The reactants are [CH:1]([C@@H:14]1[CH2:16][O:15]1)([C:8]1[CH:13]=[CH:12][CH:11]=[CH:10][CH:9]=1)[C:2]1[CH:7]=[CH:6][CH:5]=[CH:4][CH:3]=1.[CH:17]([Mg]Br)=[CH2:18]. The catalyst is C1COCC1.[Cu]I. The product is [C:2]1([CH:1]([C:8]2[CH:13]=[CH:12][CH:11]=[CH:10][CH:9]=2)[C@@H:14]([OH:15])[CH2:16][CH:17]=[CH2:18])[CH:7]=[CH:6][CH:5]=[CH:4][CH:3]=1. The yield is 0.700.